This data is from Tyrosyl-DNA phosphodiesterase HTS with 341,365 compounds. The task is: Binary Classification. Given a drug SMILES string, predict its activity (active/inactive) in a high-throughput screening assay against a specified biological target. (1) The molecule is Fc1cc(c2c3C(O)c4c(c3nc3n(c(=O)n(c(=O)c23)C)C)cccc4)ccc1. The result is 0 (inactive). (2) The drug is OC(=O)C1C2CC(C1C(=O)NCCc1ccncc1)C=C2. The result is 1 (active). (3) The drug is O(Cc1cc(ccc1)C(O)=O)c1ccc(OC)cc1. The result is 0 (inactive). (4) The result is 1 (active). The molecule is Clc1ccc(N2N=C(CC2c2occc2)c2sccc2)cc1. (5) The result is 0 (inactive). The molecule is s1c(N2CCC(CC2)C(=O)NCCN(CCC)CCC)nc2c1cc(cc2)CC.